Dataset: Catalyst prediction with 721,799 reactions and 888 catalyst types from USPTO. Task: Predict which catalyst facilitates the given reaction. (1) Reactant: [F:1][C:2]([F:52])([F:51])[C:3]1[CH:4]=[C:5]([CH:44]=[C:45]([C:47]([F:50])([F:49])[F:48])[CH:46]=1)[CH2:6][N:7]([CH2:21][C:22]1[CH:27]=[C:26]([O:28][C:29]([F:32])([F:31])[F:30])[CH:25]=[CH:24][C:23]=1[C:33]1[CH:38]=[C:37]([CH:39]([CH3:41])[CH3:40])[CH:36]=[CH:35][C:34]=1[O:42][CH3:43])[C:8]1[N:13]=[CH:12][C:11]([O:14][CH2:15][CH2:16][CH2:17][C:18]([OH:20])=[O:19])=[CH:10][N:9]=1.[OH-].[Na+:54]. Product: [Na+:54].[F:52][C:2]([F:1])([F:51])[C:3]1[CH:4]=[C:5]([CH:44]=[C:45]([C:47]([F:48])([F:49])[F:50])[CH:46]=1)[CH2:6][N:7]([CH2:21][C:22]1[CH:27]=[C:26]([O:28][C:29]([F:32])([F:31])[F:30])[CH:25]=[CH:24][C:23]=1[C:33]1[CH:38]=[C:37]([CH:39]([CH3:41])[CH3:40])[CH:36]=[CH:35][C:34]=1[O:42][CH3:43])[C:8]1[N:9]=[CH:10][C:11]([O:14][CH2:15][CH2:16][CH2:17][C:18]([O-:20])=[O:19])=[CH:12][N:13]=1. The catalyst class is: 8. (2) Reactant: C([NH:8][C:9]1[CH:10]=[C:11]([CH2:16][CH:17]([CH:25]2[CH2:27][CH2:26]2)[C:18]([O:20][C:21]([CH3:24])([CH3:23])[CH3:22])=[O:19])[CH:12]=[CH:13][C:14]=1[Cl:15])C1C=CC=CC=1. Product: [NH2:8][C:9]1[CH:10]=[C:11]([CH2:16][CH:17]([CH:25]2[CH2:26][CH2:27]2)[C:18]([O:20][C:21]([CH3:23])([CH3:24])[CH3:22])=[O:19])[CH:12]=[CH:13][C:14]=1[Cl:15]. The catalyst class is: 13. (3) Reactant: COC[C@H](C)O[C:6]1[CH:7]=[C:8]([CH:12]=[C:13](O[C@@H](C)CC2C=CC=CC=2)[CH:14]=1)[C:9]([OH:11])=O.[N:26]1[CH:31]=[CH:30][C:29]([CH2:32][N:33]2[CH:37]=[CH:36][C:35]([NH2:38])=[N:34]2)=[CH:28][CH:27]=1. Product: [N:26]1[CH:31]=[CH:30][C:29]([CH2:32][N:33]2[CH:37]=[CH:36][C:35]([NH:38][C:9](=[O:11])[C:8]3[CH:7]=[CH:6][CH:14]=[CH:13][CH:12]=3)=[N:34]2)=[CH:28][CH:27]=1. The catalyst class is: 309. (4) Reactant: Cl[C:2]1[CH:7]=[CH:6][N:5]=[C:4]2[CH:8]=[C:9]([C:11]3[S:12][CH:13]=[C:14]([C:16]([OH:19])([CH3:18])[CH3:17])[N:15]=3)[S:10][C:3]=12.[CH:20]1([CH2:23][NH:24][C:25]([C:27]2[C:35]3[C:30](=[CH:31][C:32]([OH:36])=[CH:33][CH:34]=3)[N:29]([CH3:37])[C:28]=2[CH3:38])=[O:26])[CH2:22][CH2:21]1.C([O-])([O-])=O.[Cs+].[Cs+]. Product: [CH:20]1([CH2:23][NH:24][C:25]([C:27]2[C:35]3[C:30](=[CH:31][C:32]([O:36][C:2]4[CH:7]=[CH:6][N:5]=[C:4]5[CH:8]=[C:9]([C:11]6[S:12][CH:13]=[C:14]([C:16]([OH:19])([CH3:18])[CH3:17])[N:15]=6)[S:10][C:3]=45)=[CH:33][CH:34]=3)[N:29]([CH3:37])[C:28]=2[CH3:38])=[O:26])[CH2:22][CH2:21]1. The catalyst class is: 6.